From a dataset of Full USPTO retrosynthesis dataset with 1.9M reactions from patents (1976-2016). Predict the reactants needed to synthesize the given product. Given the product [N+:1]([C:4]1[CH:5]=[C:6]([CH:7]=[CH:12][C:13]([C:15]2[CH:20]=[CH:19][C:18]([O:21][CH3:22])=[C:17]([O:23][CH3:24])[C:16]=2[O:25][CH3:26])=[O:14])[CH:9]=[CH:10][CH:11]=1)([O-:3])=[O:2], predict the reactants needed to synthesize it. The reactants are: [N+:1]([C:4]1[CH:5]=[C:6]([CH:9]=[CH:10][CH:11]=1)[CH:7]=O)([O-:3])=[O:2].[CH3:12][C:13]([C:15]1[CH:20]=[CH:19][C:18]([O:21][CH3:22])=[C:17]([O:23][CH3:24])[C:16]=1[O:25][CH3:26])=[O:14].